Dataset: Forward reaction prediction with 1.9M reactions from USPTO patents (1976-2016). Task: Predict the product of the given reaction. (1) Given the reactants [CH:1]1[C:13]2[C:12](=[CH:14][C:15](O)=[O:16])[C:11]3[C:6](=[CH:7][CH:8]=[CH:9][CH:10]=3)[C:5]=2[CH:4]=[CH:3][CH:2]=1.Cl.C(N=C=NCCCN(C)C)C.OC1C2N=NNC=2C=CC=1.C(N(CC)CC)C.Cl.[CH3:48][O:49][C:50](=[O:59])[CH2:51][CH2:52][CH2:53][CH2:54][CH2:55][CH2:56][CH2:57][NH2:58], predict the reaction product. The product is: [CH3:48][O:49][C:50](=[O:59])[CH2:51][CH2:52][CH2:53][CH2:54][CH2:55][CH2:56][CH2:57][NH:58][C:15](=[O:16])[CH:14]=[C:12]1[C:13]2[CH:1]=[CH:2][CH:3]=[CH:4][C:5]=2[C:6]2[C:11]1=[CH:10][CH:9]=[CH:8][CH:7]=2. (2) The product is: [Cl:1][C:2]1[CH:3]=[C:4]([OH:5])[CH:10]=[CH:11][C:12]=1[C:13]([F:15])([F:16])[F:14]. Given the reactants [Cl:1][C:2]1[CH:3]=[C:4]([CH:10]=[CH:11][C:12]=1[C:13]([F:16])([F:15])[F:14])[O:5]CC(O)=O.[Cl-].ClC1N(C)CC[NH+]1C.Cl.NCC1C=CC(NS(C)(=O)=O)=C(C)C=1, predict the reaction product.